The task is: Predict which catalyst facilitates the given reaction.. This data is from Catalyst prediction with 721,799 reactions and 888 catalyst types from USPTO. (1) Product: [S:36]([C:40]1[CH:46]=[CH:45][C:43]([CH3:44])=[CH:42][CH:41]=1)([O-:39])(=[O:38])=[O:37].[NH+:3]1[CH:2]=[CH:1][NH:5][CH:4]=1. Reactant: [CH:1]1[N:5]=[CH:4][N:3](C([N:3]2[CH:4]=[N:5][CH:1]=[CH:2]2)=O)[CH:2]=1.C1C2NC3C(=CC=CC=3)SC=2C=CC=1.CC(=C)C(OCC[NH3+])=O.[S:36]([C:40]1[CH:46]=[CH:45][C:43]([CH3:44])=[CH:42][CH:41]=1)([O-:39])(=[O:38])=[O:37].N1(C(NCCOC(=O)C(C)=C)=O)C=CN=C1.O.C1(C)C=CC(S(O)(=O)=O)=CC=1. The catalyst class is: 802. (2) Product: [O:12]1[C:21]2[C:16](=[CH:17][CH:18]=[CH:19][CH:20]=2)[C:15](=[O:8])[CH2:14][CH2:13]1. Reactant: C1(C)C=CC(S(Cl)(=O)=[O:8])=CC=1.[O:12]1[C:21]2[C:16](=[CH:17][CH:18]=[CH:19][CH:20]=2)[C:15](=NO)[CH2:14][CH2:13]1. The catalyst class is: 17. (3) Reactant: C(OC([N:11]1[CH2:16][CH2:15][N:14]([C:17]2[CH:22]=[CH:21][C:20]([N:23]3[CH2:27][CH:26]([CH2:28][NH:29][C:30](=[O:32])[CH3:31])[O:25][C:24]3=[O:33])=[CH:19][C:18]=2[F:34])[CH2:13][CH2:12]1)=O)C1C=CC=CC=1.[H][H].CO.CCOC(C)=O. Product: [F:34][C:18]1[CH:19]=[C:20]([N:23]2[CH2:27][C@H:26]([CH2:28][NH:29][C:30](=[O:32])[CH3:31])[O:25][C:24]2=[O:33])[CH:21]=[CH:22][C:17]=1[N:14]1[CH2:15][CH2:16][NH:11][CH2:12][CH2:13]1. The catalyst class is: 687. (4) Reactant: [NH:1]1[CH:5]=[CH:4][CH:3]=[N:2]1.[OH-].[K+].[CH2:8]([O:15][C:16]1[CH:21]=[CH:20][C:19]([CH2:22]Cl)=[CH:18][CH:17]=1)[C:9]1[CH:14]=[CH:13][CH:12]=[CH:11][CH:10]=1.C(OCC)(=O)C.CCCCCC. Product: [CH2:8]([O:15][C:16]1[CH:17]=[CH:18][C:19]([CH2:22][N:1]2[CH:5]=[CH:4][CH:3]=[N:2]2)=[CH:20][CH:21]=1)[C:9]1[CH:10]=[CH:11][CH:12]=[CH:13][CH:14]=1. The catalyst class is: 3. (5) Reactant: Br[C:2]1[C:3]2[CH:4]3[CH2:22][CH2:21][N:20](C(OC(C)(C)C)=O)[CH2:19][CH2:18][CH:5]3[N:6](C(OC(C)(C)C)=O)[C:7]=2[CH:8]=[CH:9][CH:10]=1.P([O-])([O-])([O-])=O.[K+].[K+].[K+].B(O)O.N#N.[CH3:43][N:44]([CH:46]=O)C. Product: [N:44]1[C:43]2[C:2](=[CH:10][CH:9]=[CH:8][CH:7]=2)[CH:3]=[C:4]([C:2]2[C:3]3[C@@H:4]4[CH2:22][CH2:21][NH:20][CH2:19][CH2:18][C@@H:5]4[NH:6][C:7]=3[CH:8]=[CH:9][CH:10]=2)[CH:46]=1. The catalyst class is: 73. (6) Reactant: [I:1][C:2]1[CH:3]=[C:4]2[C:8](=[CH:9][CH:10]=1)[NH:7][C:6](=[O:11])[C:5]2=O.C(O)(C(F)(F)F)=O.[CH2:20]([C@H:27]([O:38][C:39]1[CH:55]=[CH:54][C:42]([C:43]([NH:45][NH:46]C(OC(C)(C)C)=O)=[O:44])=[CH:41][CH:40]=1)[C:28]([O:30][CH2:31][C:32]1[CH:37]=[CH:36][CH:35]=[CH:34][CH:33]=1)=[O:29])[C:21]1[CH:26]=[CH:25][CH:24]=[CH:23][CH:22]=1. Product: [I:1][C:2]1[CH:3]=[C:4]2[C:8](=[CH:9][CH:10]=1)[NH:7][C:6](=[O:11])[C:5]2=[N:46][NH:45][C:43]([C:42]1[CH:54]=[CH:55][C:39]([O:38][C@@H:27]([CH2:20][C:21]2[CH:22]=[CH:23][CH:24]=[CH:25][CH:26]=2)[C:28]([O:30][CH2:31][C:32]2[CH:37]=[CH:36][CH:35]=[CH:34][CH:33]=2)=[O:29])=[CH:40][CH:41]=1)=[O:44]. The catalyst class is: 15. (7) Reactant: [CH3:1][O:2][C:3]([C:5]1([N:8]2[CH2:13][CH2:12][N:11](S(C3C=CC=CC=3[N+]([O-])=O)(=O)=O)[CH2:10][CH2:9]2)[CH2:7][CH2:6]1)=[O:4].C(=O)([O-])[O-].[K+].[K+].C1(S)C=CC=CC=1.Br[C:40]1[CH:45]=[CH:44][C:43]([C:46]([F:49])([F:48])[F:47])=[CH:42][N:41]=1. Product: [CH3:1][O:2][C:3]([C:5]1([N:8]2[CH2:9][CH2:10][N:11]([C:40]3[CH:45]=[CH:44][C:43]([C:46]([F:49])([F:48])[F:47])=[CH:42][N:41]=3)[CH2:12][CH2:13]2)[CH2:6][CH2:7]1)=[O:4]. The catalyst class is: 42.